This data is from Reaction yield outcomes from USPTO patents with 853,638 reactions. The task is: Predict the reaction yield, written as a fraction of the theoretical maximum amount of product (1.0 means a 100% yield; for example, 0.34 means a 34% yield). (1) The catalyst is CN(C=O)C.CCOC(C)=O. The reactants are [C:1]([O:5][C:6](=[O:12])[NH:7][O:8][CH2:9][CH2:10]Br)([CH3:4])([CH3:3])[CH3:2].[NH:13]1[CH2:18][CH2:17][O:16][CH2:15][CH2:14]1. The product is [C:1]([O:5][C:6](=[O:12])[NH:7][O:8][CH2:9][CH2:10][N:13]1[CH2:18][CH2:17][O:16][CH2:15][CH2:14]1)([CH3:4])([CH3:3])[CH3:2]. The yield is 0.460. (2) The reactants are [Cl:1][C:2]1[CH:7]=[CH:6][C:5]([Cl:8])=[CH:4][C:3]=1B(O)O.[NH2:12][C:13]1[N:14]=[C:15]([N:24]2[CH2:29][CH2:28][N:27]([C:30](=[O:40])[CH2:31][O:32][C:33]3[CH:38]=[CH:37][C:36]([Cl:39])=[CH:35][CH:34]=3)[CH2:26][CH2:25]2)[C:16]2[N:22]=[C:21](Cl)[CH:20]=[CH:19][C:17]=2[N:18]=1. No catalyst specified. The product is [NH2:12][C:13]1[N:14]=[C:15]([N:24]2[CH2:25][CH2:26][N:27]([C:30](=[O:40])[CH2:31][O:32][C:33]3[CH:38]=[CH:37][C:36]([Cl:39])=[CH:35][CH:34]=3)[CH2:28][CH2:29]2)[C:16]2[N:22]=[C:21]([C:3]3[CH:4]=[C:5]([Cl:8])[CH:6]=[CH:7][C:2]=3[Cl:1])[CH:20]=[CH:19][C:17]=2[N:18]=1. The yield is 0.610. (3) The reactants are [N+:1]([C:4]1[CH:5]=[C:6]([CH:22]=[CH:23][CH:24]=1)[CH2:7][CH2:8][N:9]1[CH2:14][CH2:13][N:12]([C:15]([O:17][C:18]([CH3:21])([CH3:20])[CH3:19])=[O:16])[CH2:11][CH2:10]1)([O-])=O.[H][H]. The catalyst is CO.[Pd].[OH-].[OH-].[Pd+2]. The product is [NH2:1][C:4]1[CH:5]=[C:6]([CH:22]=[CH:23][CH:24]=1)[CH2:7][CH2:8][N:9]1[CH2:10][CH2:11][N:12]([C:15]([O:17][C:18]([CH3:20])([CH3:21])[CH3:19])=[O:16])[CH2:13][CH2:14]1. The yield is 0.630. (4) The reactants are [CH2:1]([S:3]([C:6]1[CH:7]=[C:8]([C:12]2[C:17]3[C:18]4[CH:24]=[C:23]([CH3:25])[CH:22]=[N:21][C:19]=4[NH:20][C:16]=3[C:15]([O:26][CH2:27][CH2:28]CN(C)C)=[N:14][CH:13]=2)[CH:9]=[CH:10][CH:11]=1)(=[O:5])=[O:4])[CH3:2].C(O)C[OH:35]. No catalyst specified. The product is [CH2:1]([S:3]([C:6]1[CH:7]=[C:8]([C:12]2[C:17]3[C:18]4[CH:24]=[C:23]([CH3:25])[CH:22]=[N:21][C:19]=4[NH:20][C:16]=3[C:15]([O:26][CH2:27][CH2:28][OH:35])=[N:14][CH:13]=2)[CH:9]=[CH:10][CH:11]=1)(=[O:4])=[O:5])[CH3:2]. The yield is 0.180. (5) The reactants are Cl[C:2]1[CH:7]=[CH:6][N:5]=[C:4]2[C:8]([CH3:11])=[CH:9][S:10][C:3]=12.[C:12]([N:15]1[CH2:20][CH2:19][CH:18]([C:21]2[N:22]=[C:23]([NH:26][C:27]3[N:32]=[CH:31][C:30]([S:33]CCC(OC)=O)=[CH:29][C:28]=3[O:40][C:41]3[CH:46]=[CH:45][CH:44]=[CH:43][CH:42]=3)[S:24][CH:25]=2)[CH2:17][CH2:16]1)(=[O:14])[CH3:13].CC([O-])(C)C.[K+]. The catalyst is CS(C)=O. The product is [CH3:11][C:8]1[C:4]2=[N:5][CH:6]=[CH:7][C:2]([S:33][C:30]3[CH:29]=[C:28]([O:40][C:41]4[CH:46]=[CH:45][CH:44]=[CH:43][CH:42]=4)[C:27]([NH:26][C:23]4[S:24][CH:25]=[C:21]([CH:18]5[CH2:19][CH2:20][N:15]([C:12](=[O:14])[CH3:13])[CH2:16][CH2:17]5)[N:22]=4)=[N:32][CH:31]=3)=[C:3]2[S:10][CH:9]=1. The yield is 0.440. (6) The reactants are Cl.[CH3:2][C:3]1([C:11]2[CH:15]=[CH:14][S:13][C:12]=2[S:16]([NH2:19])(=[O:18])=[O:17])OCC(C)(C)C[O:4]1. The catalyst is O1CCCC1. The product is [C:3]([C:11]1[CH:15]=[CH:14][S:13][C:12]=1[S:16]([NH2:19])(=[O:17])=[O:18])(=[O:4])[CH3:2]. The yield is 0.810. (7) The reactants are [CH:1]([C:3]1[O:7][C:6]([C:8]([OH:10])=[O:9])=[CH:5][CH:4]=1)=O.Cl.[NH2:12]O.C(OC(=O)C)(=O)C. The catalyst is N1C=CC=CC=1. The product is [C:1]([C:3]1[O:7][C:6]([C:8]([OH:10])=[O:9])=[CH:5][CH:4]=1)#[N:12]. The yield is 0.760. (8) The reactants are [Si:1]([O:8]S(C(F)(F)F)(=O)=O)([C:4]([CH3:7])([CH3:6])[CH3:5])([CH3:3])[CH3:2].O[C@@H:17]1[N:23]([C:24]([O:26][CH2:27][C:28]2[CH:33]=[CH:32][C:31]([NH:34][C:35](=[O:52])[C@@H:36]([NH:38][C:39](=[O:51])[C@@H:40]([NH:44][C:45]([O:47][CH2:48][CH:49]=[CH2:50])=[O:46])[CH:41]([CH3:43])[CH3:42])[CH3:37])=[CH:30][CH:29]=2)=[O:25])[C:22]2[CH:53]=[C:54]([O:59][Si:60]([CH:67]([CH3:69])[CH3:68])([CH:64]([CH3:66])[CH3:65])[CH:61]([CH3:63])[CH3:62])[C:55]([O:57][CH3:58])=[CH:56][C:21]=2[C:20](=[O:70])[N:19]2[CH:71]=[C:72](/[CH:74]=[CH:75]/[CH3:76])[CH2:73][C@@H:18]12.N1C(C)=CC=CC=1C. The catalyst is C(Cl)Cl. The product is [Si:1]([O:8][C@@H:17]1[N:23]([C:24]([O:26][CH2:27][C:28]2[CH:29]=[CH:30][C:31]([NH:34][C:35](=[O:52])[C@@H:36]([NH:38][C:39](=[O:51])[C@@H:40]([NH:44][C:45]([O:47][CH2:48][CH:49]=[CH2:50])=[O:46])[CH:41]([CH3:42])[CH3:43])[CH3:37])=[CH:32][CH:33]=2)=[O:25])[C:22]2[CH:53]=[C:54]([O:59][Si:60]([CH:61]([CH3:63])[CH3:62])([CH:67]([CH3:69])[CH3:68])[CH:64]([CH3:65])[CH3:66])[C:55]([O:57][CH3:58])=[CH:56][C:21]=2[C:20](=[O:70])[N:19]2[CH:71]=[C:72](/[CH:74]=[CH:75]/[CH3:76])[CH2:73][C@@H:18]12)([C:4]([CH3:7])([CH3:6])[CH3:5])([CH3:3])[CH3:2]. The yield is 0.570.